The task is: Predict the reactants needed to synthesize the given product.. This data is from Full USPTO retrosynthesis dataset with 1.9M reactions from patents (1976-2016). (1) Given the product [Br:1][C:2]1[S:6][C:5]([C:7]([N:11]([CH2:12][C:13]2[CH:18]=[CH:17][CH:16]=[C:15]([O:19][CH3:20])[CH:14]=2)[CH3:10])=[O:8])=[CH:4][CH:3]=1, predict the reactants needed to synthesize it. The reactants are: [Br:1][C:2]1[S:6][C:5]([C:7](Cl)=[O:8])=[CH:4][CH:3]=1.[CH3:10][NH:11][CH2:12][C:13]1[CH:18]=[CH:17][CH:16]=[C:15]([O:19][CH3:20])[CH:14]=1.C(N(CC)CC)C. (2) Given the product [N+:1]([C:4]1[CH:9]=[CH:8][C:7]([S:10][C:11]2[CH:12]=[C:13]([CH:16]=[CH:17][CH:18]=2)[CH2:14][NH:29][C@@H:19]2[C:28]3[C:23](=[CH:24][CH:25]=[CH:26][CH:27]=3)[CH2:22][CH2:21][CH2:20]2)=[CH:6][CH:5]=1)([O-:3])=[O:2], predict the reactants needed to synthesize it. The reactants are: [N+:1]([C:4]1[CH:9]=[CH:8][C:7]([S:10][C:11]2[CH:12]=[C:13]([CH:16]=[CH:17][CH:18]=2)[CH:14]=O)=[CH:6][CH:5]=1)([O-:3])=[O:2].[C@@H:19]1([NH2:29])[C:28]2[C:23](=[CH:24][CH:25]=[CH:26][CH:27]=2)[CH2:22][CH2:21][CH2:20]1. (3) Given the product [C:1]1([S:7]([CH2:10][C:11]2[CH:16]=[CH:15][CH:14]=[CH:13][C:12]=2[NH2:17])(=[O:8])=[O:9])[CH:6]=[CH:5][CH:4]=[CH:3][CH:2]=1, predict the reactants needed to synthesize it. The reactants are: [C:1]1([S:7]([CH2:10][C:11]2[CH:16]=[CH:15][CH:14]=[CH:13][C:12]=2[N+:17]([O-])=O)(=[O:9])=[O:8])[CH:6]=[CH:5][CH:4]=[CH:3][CH:2]=1.[Sn].O. (4) The reactants are: [F:1][C:2]1[CH:3]=[C:4]([C:12]2[CH:17]=[CH:16][C:15]([O:18][CH:19]([CH3:21])[CH3:20])=[C:14]([C:22](O)=[O:23])[CH:13]=2)[CH:5]=[C:6]([C:8](=[O:11])[NH:9][CH3:10])[CH:7]=1.[CH3:25][O:26][C:27](=[O:41])[C:28]([NH2:40])([CH3:39])[CH2:29][C:30]1[C:38]2[C:33](=[CH:34][CH:35]=[CH:36][CH:37]=2)[NH:32][CH:31]=1.C1C=CC2N(O)N=NC=2C=1.CCN=C=NCCCN(C)C. Given the product [CH3:25][O:26][C:27](=[O:41])[C:28]([NH:40][C:22]([C:14]1[CH:13]=[C:12]([C:4]2[CH:5]=[C:6]([C:8](=[O:11])[NH:9][CH3:10])[CH:7]=[C:2]([F:1])[CH:3]=2)[CH:17]=[CH:16][C:15]=1[O:18][CH:19]([CH3:21])[CH3:20])=[O:23])([CH3:39])[CH2:29][C:30]1[C:38]2[C:33](=[CH:34][CH:35]=[CH:36][CH:37]=2)[NH:32][CH:31]=1, predict the reactants needed to synthesize it. (5) Given the product [O:39]1[CH2:40][CH2:41][N:36]([C:1]([C:4]2[CH:5]=[C:6]3[C:10](=[CH:11][CH:12]=2)[CH2:9][N:8]([C:13](=[O:35])[CH2:14][CH2:15][CH2:16][CH2:17][CH2:18][N:19]2[CH2:24][CH2:23][N:22]([C:25]4[CH:30]=[CH:29][CH:28]=[C:27]([C:31]([F:32])([F:33])[F:34])[CH:26]=4)[CH2:21][CH2:20]2)[CH2:7]3)=[O:2])[CH2:37][CH2:38]1, predict the reactants needed to synthesize it. The reactants are: [C:1]([C:4]1[CH:5]=[C:6]2[C:10](=[CH:11][CH:12]=1)[CH2:9][N:8]([C:13](=[O:35])[CH2:14][CH2:15][CH2:16][CH2:17][CH2:18][N:19]1[CH2:24][CH2:23][N:22]([C:25]3[CH:30]=[CH:29][CH:28]=[C:27]([C:31]([F:34])([F:33])[F:32])[CH:26]=3)[CH2:21][CH2:20]1)[CH2:7]2)(O)=[O:2].[NH:36]1[CH2:41][CH2:40][O:39][CH2:38][CH2:37]1. (6) Given the product [Br:1][C:2]1[CH:3]=[C:4]([C:11]([N:13]2[CH2:18][C:17]([CH3:19])([CH3:20])[O:16][C:15]3[CH:21]=[CH:22][N:23]=[CH:24][C:14]2=3)=[O:12])[CH:5]=[C:6]([Br:10])[C:7]=1[OH:8], predict the reactants needed to synthesize it. The reactants are: [Br:1][C:2]1[CH:3]=[C:4]([C:11]([N:13]2[CH2:18][C:17]([CH3:20])([CH3:19])[O:16][C:15]3[CH:21]=[CH:22][N:23]=[CH:24][C:14]2=3)=[O:12])[CH:5]=[C:6]([Br:10])[C:7]=1[O:8]C.B(Br)(Br)Br.